Dataset: NCI-60 drug combinations with 297,098 pairs across 59 cell lines. Task: Regression. Given two drug SMILES strings and cell line genomic features, predict the synergy score measuring deviation from expected non-interaction effect. (1) Drug 1: C1=CC=C(C=C1)NC(=O)CCCCCCC(=O)NO. Drug 2: CN(CCCl)CCCl.Cl. Cell line: OVCAR-4. Synergy scores: CSS=6.32, Synergy_ZIP=-3.55, Synergy_Bliss=-0.791, Synergy_Loewe=-4.18, Synergy_HSA=-1.64. (2) Drug 1: COC1=CC(=CC(=C1O)OC)C2C3C(COC3=O)C(C4=CC5=C(C=C24)OCO5)OC6C(C(C7C(O6)COC(O7)C8=CC=CS8)O)O. Drug 2: CC1=C(C(=CC=C1)Cl)NC(=O)C2=CN=C(S2)NC3=CC(=NC(=N3)C)N4CCN(CC4)CCO. Cell line: NCIH23. Synergy scores: CSS=64.3, Synergy_ZIP=1.59, Synergy_Bliss=4.38, Synergy_Loewe=7.34, Synergy_HSA=8.98. (3) Drug 1: CC1=C(C(=O)C2=C(C1=O)N3CC4C(C3(C2COC(=O)N)OC)N4)N. Drug 2: COC1=C2C(=CC3=C1OC=C3)C=CC(=O)O2. Cell line: TK-10. Synergy scores: CSS=8.90, Synergy_ZIP=-1.55, Synergy_Bliss=1.50, Synergy_Loewe=-3.03, Synergy_HSA=0.677. (4) Synergy scores: CSS=44.7, Synergy_ZIP=-0.100, Synergy_Bliss=-1.37, Synergy_Loewe=-48.9, Synergy_HSA=-2.52. Drug 2: CC=C1C(=O)NC(C(=O)OC2CC(=O)NC(C(=O)NC(CSSCCC=C2)C(=O)N1)C(C)C)C(C)C. Drug 1: CC1=CC=C(C=C1)C2=CC(=NN2C3=CC=C(C=C3)S(=O)(=O)N)C(F)(F)F. Cell line: NCIH23.